Dataset: Catalyst prediction with 721,799 reactions and 888 catalyst types from USPTO. Task: Predict which catalyst facilitates the given reaction. (1) Reactant: [H-].[Na+].[Cl:3][C:4]1[C:5]([NH2:10])=[N:6][O:7][C:8]=1[CH3:9].[CH2:11]([C:13]1[S:21][C:16]2=[N:17][CH:18]=[CH:19][CH:20]=[C:15]2[C:14]=1[S:22](Cl)(=[O:24])=[O:23])[CH3:12]. Product: [Cl:3][C:4]1[C:5]([NH:10][S:22]([C:14]2[C:15]3[C:16](=[N:17][CH:18]=[CH:19][CH:20]=3)[S:21][C:13]=2[CH2:11][CH3:12])(=[O:24])=[O:23])=[N:6][O:7][C:8]=1[CH3:9]. The catalyst class is: 1. (2) Reactant: [F:1][C:2]1[CH:3]=[C:4]([OH:8])[CH:5]=[CH:6][CH:7]=1.C(=O)([O-])[O-].[K+].[K+].[CH2:15]([CH:17]1[O:19][CH2:18]1)Br. Product: [CH2:15]([O:8][C:4]1[CH:5]=[CH:6][CH:7]=[C:2]([F:1])[CH:3]=1)[CH:17]1[O:19][CH2:18]1. The catalyst class is: 21. (3) Reactant: C1N=CN([C:6](N2C=NC=C2)=[S:7])C=1.[CH2:13]([CH:15]1[CH2:20][CH2:19][CH:18]([CH:21]2[CH2:26][CH2:25][CH:24]([C:27]3[CH:32]=[C:31]([F:33])[C:30]([NH2:34])=[C:29]([F:35])[CH:28]=3)[CH2:23][CH2:22]2)[CH2:17][CH2:16]1)[CH3:14]. Product: [F:35][C:29]1[CH:28]=[C:27]([CH:24]2[CH2:25][CH2:26][CH:21]([CH:18]3[CH2:17][CH2:16][CH:15]([CH2:13][CH3:14])[CH2:20][CH2:19]3)[CH2:22][CH2:23]2)[CH:32]=[C:31]([F:33])[C:30]=1[N:34]=[C:6]=[S:7]. The catalyst class is: 4.